This data is from Forward reaction prediction with 1.9M reactions from USPTO patents (1976-2016). The task is: Predict the product of the given reaction. Given the reactants Br[C:2]1[CH:7]=[CH:6][CH:5]=[CH:4][C:3]=1[CH3:8].[C:9]([O:13][C:14](=[O:50])[NH:15][C@H:16]1[CH2:21][CH2:20][C@@H:19]([N:22]2[C:27](=[O:28])[C:26]3[CH:29]=[C:30]([F:33])[CH:31]=[N:32][C:25]=3[N:24]([C:34]3[CH:39]=[CH:38][CH:37]=[C:36](B4OC(C)(C)C(C)(C)O4)[CH:35]=3)[C:23]2=[O:49])[CH2:18][CH2:17]1)([CH3:12])([CH3:11])[CH3:10], predict the reaction product. The product is: [C:9]([O:13][C:14](=[O:50])[NH:15][C@H:16]1[CH2:21][CH2:20][C@@H:19]([N:22]2[C:27](=[O:28])[C:26]3[CH:29]=[C:30]([F:33])[CH:31]=[N:32][C:25]=3[N:24]([C:34]3[CH:35]=[C:36]([C:2]4[CH:7]=[CH:6][CH:5]=[CH:4][C:3]=4[CH3:8])[CH:37]=[CH:38][CH:39]=3)[C:23]2=[O:49])[CH2:18][CH2:17]1)([CH3:12])([CH3:11])[CH3:10].